This data is from Full USPTO retrosynthesis dataset with 1.9M reactions from patents (1976-2016). The task is: Predict the reactants needed to synthesize the given product. Given the product [Cl:29][C:27]1[CH:26]=[C:4]([CH:3]=[C:2]([Cl:1])[CH:28]=1)[O:5][CH:6]([CH2:24][CH3:25])[C:7]([NH:9][C:10]([CH3:22])([CH3:23])[C:11]#[C:12][CH2:13][CH2:54][OH:56])=[O:8], predict the reactants needed to synthesize it. The reactants are: [Cl:1][C:2]1[CH:3]=[C:4]([CH:26]=[C:27]([Cl:29])[CH:28]=1)[O:5][CH:6]([CH2:24][CH3:25])[C:7]([NH:9][C:10]([CH3:23])([CH3:22])[C:11]#[C:12][CH2:13]O[Si](C(C)(C)C)(C)C)=[O:8].[F-].C([N+](CCCC)(CCCC)CCCC)CCC.CCCCCC.[C:54](OCC)(=[O:56])C.